From a dataset of Peptide-MHC class II binding affinity with 134,281 pairs from IEDB. Regression. Given a peptide amino acid sequence and an MHC pseudo amino acid sequence, predict their binding affinity value. This is MHC class II binding data. (1) The peptide sequence is EAVSLLCSDKQPCNG. The MHC is DRB1_1101 with pseudo-sequence DRB1_1101. The binding affinity (normalized) is 0.0831. (2) The binding affinity (normalized) is 0.677. The MHC is DRB1_0401 with pseudo-sequence DRB1_0401. The peptide sequence is AFIHDGDNLFPKV. (3) The peptide sequence is EDLVRAYHSMSSTHE. The MHC is HLA-DQA10102-DQB10602 with pseudo-sequence HLA-DQA10102-DQB10602. The binding affinity (normalized) is 0.211. (4) The peptide sequence is EKKYFAQTQFEPLAA. The MHC is DRB1_1001 with pseudo-sequence DRB1_1001. The binding affinity (normalized) is 0.724. (5) The peptide sequence is CFKYLLIQGHYDQKL. The MHC is DRB1_0404 with pseudo-sequence DRB1_0404. The binding affinity (normalized) is 0.673. (6) The peptide sequence is KSAVLEGTLTAE. The MHC is DRB1_0401 with pseudo-sequence DRB1_0401. The binding affinity (normalized) is 0.